This data is from Full USPTO retrosynthesis dataset with 1.9M reactions from patents (1976-2016). The task is: Predict the reactants needed to synthesize the given product. (1) Given the product [N:12]1([C:7]([C:5]2[N:4]=[CH:3][N:2]([CH3:1])[CH:6]=2)=[O:9])[CH:16]=[CH:15][N:14]=[CH:13]1, predict the reactants needed to synthesize it. The reactants are: [CH3:1][N:2]1[CH:6]=[C:5]([C:7]([OH:9])=O)[N:4]=[CH:3]1.C([N:12]1[CH:16]=[CH:15][N:14]=[CH:13]1)([N:12]1[CH:16]=[CH:15][N:14]=[CH:13]1)=O. (2) Given the product [C:3]1([CH:9]2[C:18]3[C:13](=[CH:14][CH:15]=[CH:16][CH:17]=3)[CH2:12][CH2:11][NH:10]2)[CH:4]=[CH:5][CH:6]=[CH:7][CH:8]=1, predict the reactants needed to synthesize it. The reactants are: CO.[C:3]1([C:9]2[C:18]3[C:13](=[CH:14][CH:15]=[CH:16][CH:17]=3)[CH2:12][CH2:11][N:10]=2)[CH:8]=[CH:7][CH:6]=[CH:5][CH:4]=1.[BH4-].[Na+]. (3) Given the product [C:44]12([NH:49][C:27]([C:26]3[CH:30]=[C:22]([C:3]4[CH:4]=[C:5]5[C:10]([C:11]([NH:12][CH3:13])=[O:14])=[C:9]([C:15]6[CH:16]=[CH:17][C:18]([F:21])=[CH:19][CH:20]=6)[O:8][C:6]5=[N:7][C:2]=4[Cl:1])[CH:23]=[CH:24][C:25]=3[O:31][CH3:32])=[O:29])[CH2:48][CH:46]([CH2:47]1)[CH2:45]2, predict the reactants needed to synthesize it. The reactants are: [Cl:1][C:2]1[N:7]=[C:6]2[O:8][C:9]([C:15]3[CH:20]=[CH:19][C:18]([F:21])=[CH:17][CH:16]=3)=[C:10]([C:11](=[O:14])[NH:12][CH3:13])[C:5]2=[CH:4][C:3]=1[C:22]1[CH:23]=[CH:24][C:25]([O:31][CH3:32])=[C:26]([CH:30]=1)[C:27]([OH:29])=O.C(N(C(C)C)C(C)C)C.Cl.Cl.[C:44]12([NH2:49])[CH2:48][CH:46]([CH2:47]1)[CH2:45]2.CN(C(ON1N=NC2C=CC=NC1=2)=[N+](C)C)C.F[P-](F)(F)(F)(F)F. (4) Given the product [Cl:12][C:21]1[N:20]=[C:19]([C:26]2[CH:31]=[CH:30][CH:29]=[CH:28][N:27]=2)[N:18]=[C:17]2[C:22]=1[N:23]=[CH:24][N:16]2[CH3:15], predict the reactants needed to synthesize it. The reactants are: C(N(CC)C(C)C)(C)C.P(Cl)(Cl)([Cl:12])=O.[CH3:15][N:16]1[CH:24]=[N:23][C:22]2[C:17]1=[N:18][C:19]([C:26]1[CH:31]=[CH:30][CH:29]=[CH:28][N:27]=1)=[N:20][C:21]=2O.C(=O)([O-])O.[Na+]. (5) Given the product [CH:1]([C:4]1[N:8]=[C:7]([C:9]2[C:17]3[CH2:16][CH2:15][O:14][CH2:13][C:12]=3[S:11][C:10]=2[NH:18][C:28]([CH:19]2[CH2:24][CH2:23][CH2:22][CH2:21][CH:20]2[C:25]([OH:27])=[O:26])=[O:29])[O:6][N:5]=1)([CH3:3])[CH3:2], predict the reactants needed to synthesize it. The reactants are: [CH:1]([C:4]1[N:8]=[C:7]([C:9]2[C:17]3[CH2:16][CH2:15][O:14][CH2:13][C:12]=3[S:11][C:10]=2[NH2:18])[O:6][N:5]=1)([CH3:3])[CH3:2].[C@@H:19]12[C:28](=[O:29])[O:27][C:25](=[O:26])[C@@H:20]1[CH2:21][CH2:22][CH2:23][CH2:24]2. (6) Given the product [CH2:17]([O:19][C:20]1[CH:25]=[C:24]([C:2]2[N:3]=[C:4]3[C:10]([C:11](=[O:16])[C:12]([CH3:15])([CH3:14])[CH3:13])=[CH:9][NH:8][C:5]3=[N:6][CH:7]=2)[CH:23]=[CH:22][CH:21]=1)[CH3:18], predict the reactants needed to synthesize it. The reactants are: Br[C:2]1[N:3]=[C:4]2[C:10]([C:11](=[O:16])[C:12]([CH3:15])([CH3:14])[CH3:13])=[CH:9][NH:8][C:5]2=[N:6][CH:7]=1.[CH2:17]([O:19][C:20]1[CH:21]=[C:22](B(O)O)[CH:23]=[CH:24][CH:25]=1)[CH3:18].C([O-])([O-])=O.[K+].[K+].O1CCOCC1. (7) Given the product [CH3:1][O:2][C:3](=[O:32])[CH2:4][C:5]1[CH:10]=[CH:9][C:8]([CH2:11][N:12]([CH2:13][CH2:14][CH2:15][N:16]2[C:24](=[O:25])[NH:23][C:22]3[C:17]2=[N:18][C:19]([O:27][CH2:28][CH2:29][CH2:30][CH3:31])=[N:20][C:21]=3[NH2:26])[C:35](=[O:36])[CH2:34][N:40]2[CH2:8][CH2:11][N:12]([CH3:13])[CH2:38][CH2:39]2)=[CH:7][CH:6]=1, predict the reactants needed to synthesize it. The reactants are: [CH3:1][O:2][C:3](=[O:32])[CH2:4][C:5]1[CH:10]=[CH:9][C:8]([CH2:11][NH:12][CH2:13][CH2:14][CH2:15][N:16]2[C:24](=[O:25])[NH:23][C:22]3[C:17]2=[N:18][C:19]([O:27][CH2:28][CH2:29][CH2:30][CH3:31])=[N:20][C:21]=3[NH2:26])=[CH:7][CH:6]=1.Cl[CH2:34][C:35](Cl)=[O:36].[CH3:38][C:39]#[N:40]. (8) Given the product [CH:23]([NH:26][CH:27]([CH3:32])[CH3:28])([CH3:24])[CH3:22].[Cl:19][C:20]1[CH:25]=[CH:24][C:23]([N:26]2[C:27]([C:32]3[CH:37]=[CH:36][C:35]([Cl:38])=[CH:34][CH:33]=3)=[CH:28][C:29]([CH2:10][N:6]3[CH2:7][CH2:8][Si:3]([CH3:9])([CH3:2])[CH2:4][CH2:5]3)=[C:30]2[CH3:31])=[CH:22][CH:21]=1, predict the reactants needed to synthesize it. The reactants are: Cl.[CH3:2][Si:3]1([CH3:9])[CH2:8][CH2:7][NH:6][CH2:5][CH2:4]1.[CH2:10](N(CC)CC)C.C=O.[Cl:19][C:20]1[CH:25]=[CH:24][C:23]([N:26]2[C:30]([CH3:31])=[CH:29][CH:28]=[C:27]2[C:32]2[CH:37]=[CH:36][C:35]([Cl:38])=[CH:34][CH:33]=2)=[CH:22][CH:21]=1.[OH-].[Na+].